Predict the reaction yield, written as a fraction of the theoretical maximum amount of product (1.0 means a 100% yield; for example, 0.34 means a 34% yield). From a dataset of Reaction yield outcomes from USPTO patents with 853,638 reactions. (1) The reactants are [CH2:1]=[C:2]1[O:5][C:4](=[O:6])[CH2:3]1.[CH:7]1([C:10]([N:12]2[CH2:16][CH2:15][C@@H:14]([CH2:17][NH2:18])[CH2:13]2)=[O:11])[CH2:9][CH2:8]1. The catalyst is C(OCC)C.C(Cl)(Cl)Cl. The product is [CH:7]1([C:10]([N:12]2[CH2:16][CH2:15][C@@H:14]([CH2:17][NH:18][C:4](=[O:6])[CH2:3][C:2](=[O:5])[CH3:1])[CH2:13]2)=[O:11])[CH2:8][CH2:9]1. The yield is 0.566. (2) The reactants are Cl[C:2]1[N:10]=[C:9]2[C:5]([N:6]=[C:7]([CH2:12][N:13]3[CH2:18][CH2:17][CH:16]([N:19]4[CH2:24][CH2:23][O:22][CH2:21][CH2:20]4)[CH2:15][CH2:14]3)[N:8]2[CH3:11])=[C:4]([N:25]2[CH2:30][CH2:29][O:28][CH2:27][CH2:26]2)[N:3]=1.[C:31]1([S:37]([N:40]2[C:48]3[C:43](=[CH:44][CH:45]=[CH:46][CH:47]=3)[C:42](B(O)O)=[CH:41]2)(=[O:39])=[O:38])[CH:36]=[CH:35][CH:34]=[CH:33][CH:32]=1.C([O-])([O-])=O.[Na+].[Na+]. The catalyst is C1(C)C=CC=CC=1.C(O)C.CCOC(C)=O.O.C1C=CC([P]([Pd]([P](C2C=CC=CC=2)(C2C=CC=CC=2)C2C=CC=CC=2)([P](C2C=CC=CC=2)(C2C=CC=CC=2)C2C=CC=CC=2)[P](C2C=CC=CC=2)(C2C=CC=CC=2)C2C=CC=CC=2)(C2C=CC=CC=2)C2C=CC=CC=2)=CC=1. The product is [CH3:11][N:8]1[C:7]([CH2:12][N:13]2[CH2:18][CH2:17][CH:16]([N:19]3[CH2:20][CH2:21][O:22][CH2:23][CH2:24]3)[CH2:15][CH2:14]2)=[N:6][C:5]2[C:9]1=[N:10][C:2]([C:42]1[C:43]3[C:48](=[CH:47][CH:46]=[CH:45][CH:44]=3)[N:40]([S:37]([C:31]3[CH:36]=[CH:35][CH:34]=[CH:33][CH:32]=3)(=[O:39])=[O:38])[CH:41]=1)=[N:3][C:4]=2[N:25]1[CH2:30][CH2:29][O:28][CH2:27][CH2:26]1. The yield is 0.952.